From a dataset of Forward reaction prediction with 1.9M reactions from USPTO patents (1976-2016). Predict the product of the given reaction. Given the reactants [C:1]([O:5][C:6]([N:8]1[CH2:12][CH2:11][CH2:10][C@@H:9]1[CH2:13][O:14][C:15]1[CH:20]=[CH:19][C:18]([OH:21])=[CH:17][CH:16]=1)=[O:7])([CH3:4])([CH3:3])[CH3:2].Cl[C:23]1[S:24][C:25]2[CH:31]=[C:30]([O:32][CH3:33])[CH:29]=[CH:28][C:26]=2[N:27]=1, predict the reaction product. The product is: [C:1]([O:5][C:6]([N:8]1[CH2:12][CH2:11][CH2:10][C@@H:9]1[CH2:13][O:14][C:15]1[CH:20]=[CH:19][C:18]([O:21][C:23]2[S:24][C:25]3[CH:31]=[C:30]([O:32][CH3:33])[CH:29]=[CH:28][C:26]=3[N:27]=2)=[CH:17][CH:16]=1)=[O:7])([CH3:4])([CH3:2])[CH3:3].